This data is from Forward reaction prediction with 1.9M reactions from USPTO patents (1976-2016). The task is: Predict the product of the given reaction. (1) Given the reactants [N:1]1C=CC=CC=1.[Br:7][C:8]1[CH:13]=[CH:12][CH:11]=[CH:10][C:9]=1[S:14](Cl)(=[O:16])=[O:15], predict the reaction product. The product is: [Br:7][C:8]1[CH:13]=[CH:12][CH:11]=[CH:10][C:9]=1[S:14]([NH2:1])(=[O:16])=[O:15]. (2) Given the reactants [NH2:1][CH2:2][C:3]1[CH:11]=[CH:10][C:6]([C:7]([OH:9])=[O:8])=[CH:5][CH:4]=1.S(Cl)([Cl:14])=O.[CH3:16]O, predict the reaction product. The product is: [ClH:14].[NH2:1][CH2:2][C:3]1[CH:4]=[CH:5][C:6]([C:7]([O:9][CH3:16])=[O:8])=[CH:10][CH:11]=1. (3) Given the reactants [CH2:1]([C:3]1[C:7]([CH3:8])=[C:6]([CH3:9])[NH:5][C:4]=1[C:10]([O:12][CH2:13][CH3:14])=[O:11])[CH3:2].C(O)(=[O:17])C, predict the reaction product. The product is: [CH2:1]([C:3]1[C:7]([CH3:8])=[C:6]([CH:9]=[O:17])[NH:5][C:4]=1[C:10]([O:12][CH2:13][CH3:14])=[O:11])[CH3:2]. (4) Given the reactants C([O:4][C:5]1[CH:10]=[C:9]([C:11]#[N:12])[C:8](Br)=[C:7]([C:14]#[N:15])[C:6]=1[O:16]C(=O)C)(=O)C.[C:20]([C:24]1[CH:29]=[CH:28][C:27](B(O)O)=[CH:26][CH:25]=1)([CH3:23])([CH3:22])[CH3:21], predict the reaction product. The product is: [C:20]([C:24]1[CH:29]=[CH:28][C:27]([C:8]2[C:7]([C:14]#[N:15])=[C:6]([OH:16])[C:5]([OH:4])=[CH:10][C:9]=2[C:11]#[N:12])=[CH:26][CH:25]=1)([CH3:23])([CH3:22])[CH3:21]. (5) Given the reactants [CH3:1][O:2][CH2:3][CH2:4][O:5][C:6]1[CH:7]=[CH:8][CH:9]=[C:10]2[C:15]=1[CH:14]=[C:13]([CH2:16][CH:17]([CH:31]([CH3:33])[CH3:32])[CH2:18][CH:19]([NH:23][C:24](=[O:30])[O:25][C:26]([CH3:29])([CH3:28])[CH3:27])[CH:20]1[CH2:22][O:21]1)[CH:12]=[CH:11]2.[NH:34]1[CH2:39][CH2:38][CH2:37][CH2:36][CH2:35]1, predict the reaction product. The product is: [OH:21][CH:20]([CH:19]([NH:23][C:24](=[O:30])[O:25][C:26]([CH3:28])([CH3:27])[CH3:29])[CH2:18][CH:17]([CH2:16][C:13]1[CH:12]=[CH:11][C:10]2[C:15](=[C:6]([O:5][CH2:4][CH2:3][O:2][CH3:1])[CH:7]=[CH:8][CH:9]=2)[CH:14]=1)[CH:31]([CH3:32])[CH3:33])[CH2:22][N:34]1[CH2:39][CH2:38][CH2:37][CH2:36][CH2:35]1. (6) Given the reactants [F:1][C:2]([F:9])([F:8])[C:3](OCC)=O.C[O-].[Na+].CO.[CH3:15][C:16]([C:18]1[CH:23]=[CH:22][C:21]([F:24])=[CH:20][CH:19]=1)=O.Cl.[CH:26]1[C:31]([NH:32][NH2:33])=[CH:30][CH:29]=[C:28]([S:34]([NH2:37])(=[O:36])=[O:35])[CH:27]=1.Cl, predict the reaction product. The product is: [F:24][C:21]1[CH:22]=[CH:23][C:18]([C:16]2[N:32]([C:31]3[CH:26]=[CH:27][C:28]([S:34]([NH2:37])(=[O:36])=[O:35])=[CH:29][CH:30]=3)[N:33]=[C:3]([C:2]([F:1])([F:8])[F:9])[CH:15]=2)=[CH:19][CH:20]=1. (7) Given the reactants [CH:1]1([C:7]2[CH:12]=[CH:11][C:10]([OH:13])=[CH:9][CH:8]=2)[CH2:6][CH2:5][CH2:4][CH2:3][CH2:2]1.[CH:14]([O:16][CH2:17][CH2:18]Cl)=[CH2:15].[OH-].[Na+].C(N(CC)CC)C, predict the reaction product. The product is: [CH:14]([O:16][CH2:17][CH2:18][O:13][C:10]1[CH:9]=[CH:8][C:7]([CH:1]2[CH2:2][CH2:3][CH2:4][CH2:5][CH2:6]2)=[CH:12][CH:11]=1)=[CH2:15]. (8) Given the reactants [CH3:1][C:2]1[CH:9]=[CH:8][C:7]([F:10])=[CH:6][C:3]=1[CH2:4]Br.C(=O)([O-])[O-].[K+].[K+].[C:17]([O:21][C:22]([NH:24][C@@H:25]1[CH2:30][CH2:29][CH2:28][N:27]([C:31]2[NH:52][C:34]3[C:35](=[O:51])[N:36]([CH3:50])[C:37]4[CH:38]=[C:39]([C:43]([O:45][C:46]([CH3:49])([CH3:48])[CH3:47])=[O:44])[CH:40]=[CH:41][C:42]=4[C:33]=3[N:32]=2)[CH2:26]1)=[O:23])([CH3:20])([CH3:19])[CH3:18].O, predict the reaction product. The product is: [C:17]([O:21][C:22]([NH:24][C@@H:25]1[CH2:30][CH2:29][CH2:28][N:27]([C:31]2[N:52]([CH2:4][C:3]3[CH:6]=[C:7]([F:10])[CH:8]=[CH:9][C:2]=3[CH3:1])[C:34]3[C:35](=[O:51])[N:36]([CH3:50])[C:37]4[CH:38]=[C:39]([C:43]([O:45][C:46]([CH3:49])([CH3:48])[CH3:47])=[O:44])[CH:40]=[CH:41][C:42]=4[C:33]=3[N:32]=2)[CH2:26]1)=[O:23])([CH3:20])([CH3:18])[CH3:19]. (9) The product is: [CH2:1]([NH:8][C:9]([C:11]1[S:15][C:14]([C:18]#[CH:19])=[N:13][C:12]=1[CH3:17])=[O:10])[C:2]1[CH:7]=[CH:6][CH:5]=[CH:4][CH:3]=1. Given the reactants [CH2:1]([NH:8][C:9]([C:11]1[S:15][C:14](Br)=[N:13][C:12]=1[CH3:17])=[O:10])[C:2]1[CH:7]=[CH:6][CH:5]=[CH:4][CH:3]=1.[CH:18](N(CC)C(C)C)(C)[CH3:19].C[Si](C#C)(C)C.[OH-].[Li+], predict the reaction product. (10) Given the reactants [C@@H:1]12[CH2:6][C@@H:5]1[CH2:4][NH:3][C@@H:2]2[CH2:7][NH:8][C:9]([C:11]1[C:20]2[O:19][CH2:18][CH2:17][O:16][C:15]=2[CH:14]=[CH:13][CH:12]=1)=[O:10].[Br:21][C:22]1[CH:30]=[CH:29][C:28]([CH3:31])=[CH:27][C:23]=1[C:24](O)=[O:25], predict the reaction product. The product is: [Br:21][C:22]1[CH:30]=[CH:29][C:28]([CH3:31])=[CH:27][C:23]=1[C:24]([N:3]1[CH2:4][C@@H:5]2[C@@H:1]([CH2:6]2)[C@H:2]1[CH2:7][NH:8][C:9]([C:11]1[C:20]2[O:19][CH2:18][CH2:17][O:16][C:15]=2[CH:14]=[CH:13][CH:12]=1)=[O:10])=[O:25].